Dataset: Full USPTO retrosynthesis dataset with 1.9M reactions from patents (1976-2016). Task: Predict the reactants needed to synthesize the given product. (1) Given the product [Si:18]([O:11][CH2:10][C:3]1[CH:4]=[CH:5][CH:6]=[C:7]([CH2:8][O:9][Si:18]([C:15]([CH3:17])([CH3:16])[CH3:14])([CH3:20])[CH3:19])[C:2]=1[NH2:1])([C:15]([CH3:17])([CH3:16])[CH3:14])([CH3:20])[CH3:19], predict the reactants needed to synthesize it. The reactants are: [NH2:1][C:2]1[C:7]([CH2:8][OH:9])=[CH:6][CH:5]=[CH:4][C:3]=1[CH2:10][OH:11].[H-].[Na+].[CH3:14][C:15]([Si:18](Cl)([CH3:20])[CH3:19])([CH3:17])[CH3:16]. (2) Given the product [CH3:1][O:2][C:3]1[CH:4]=[C:5]2[C:10](=[CH:11][CH:12]=1)[C@@H:9]([C:13]1[CH:14]=[CH:15][C:16]([O:19][CH2:20][CH2:21][N:22]3[CH2:23][CH2:24][CH2:25][CH2:26]3)=[N:17][CH:18]=1)[C@@H:8]([C:27]1[CH:32]=[CH:31][CH:30]=[CH:29][CH:28]=1)[CH2:7][CH2:6]2, predict the reactants needed to synthesize it. The reactants are: [CH3:1][O:2][C:3]1[CH:4]=[C:5]2[C:10](=[CH:11][CH:12]=1)[C:9]([C:13]1[CH:14]=[CH:15][C:16]([O:19][CH2:20][CH2:21][N:22]3[CH2:26][CH2:25][CH2:24][CH2:23]3)=[N:17][CH:18]=1)=[C:8]([C:27]1[CH:32]=[CH:31][CH:30]=[CH:29][CH:28]=1)[CH2:7][CH2:6]2. (3) Given the product [Cl:4][C:5]1[CH:13]=[CH:12][C:8]([C:9]2[N:16]=[N:15][N:14]([C:17]3[CH:22]=[CH:21][C:20]([C:23]([F:25])([F:26])[F:24])=[CH:19][C:18]=3[F:27])[C:10]=2[NH2:11])=[CH:7][CH:6]=1, predict the reactants needed to synthesize it. The reactants are: C[O-].[Na+].[Cl:4][C:5]1[CH:13]=[CH:12][C:8]([CH2:9][C:10]#[N:11])=[CH:7][CH:6]=1.[N:14]([C:17]1[CH:22]=[CH:21][C:20]([C:23]([F:26])([F:25])[F:24])=[CH:19][C:18]=1[F:27])=[N+:15]=[N-:16]. (4) Given the product [NH2:1][C:2]1[CH:10]=[CH:9][C:8]([C:50]([O:53][CH3:19])=[O:52])=[CH:7][C:3]=1[C:4]([OH:6])=[O:5], predict the reactants needed to synthesize it. The reactants are: [NH2:1][C:2]1[CH:10]=[CH:9][C:8](I)=[CH:7][C:3]=1[C:4]([OH:6])=[O:5].CCN(CC)CC.[CH:19]1C=CC(P(C2C=CC=CC=2)CCCP(C2C=CC=CC=2)C2C=CC=CC=2)=CC=1.[C]=O.[C:50]([OH:53])(=[O:52])C. (5) Given the product [F:31][C:28]1[CH:29]=[CH:30][C:25]([O:24][C:22](=[O:23])[N:21]([C@@H:19]2[C@@H:18]([C:34]3[CH:39]=[CH:38][C:37]([Cl:40])=[CH:36][CH:35]=3)[CH2:17][N:16]([C:14]([CH:11]3[CH2:12][CH2:13][NH:8][CH2:9][CH2:10]3)=[O:15])[CH2:20]2)[CH2:32][CH3:33])=[CH:26][CH:27]=1, predict the reactants needed to synthesize it. The reactants are: C(OC([N:8]1[CH2:13][CH2:12][CH:11]([C:14]([N:16]2[CH2:20][C@H:19]([N:21]([CH2:32][CH3:33])[C:22]([O:24][C:25]3[CH:30]=[CH:29][C:28]([F:31])=[CH:27][CH:26]=3)=[O:23])[C@@H:18]([C:34]3[CH:39]=[CH:38][C:37]([Cl:40])=[CH:36][CH:35]=3)[CH2:17]2)=[O:15])[CH2:10][CH2:9]1)=O)(C)(C)C.C(O)(C(F)(F)F)=O.O.[OH-].[Na+]. (6) Given the product [CH3:1][O:2][C:3]1[CH:4]=[CH:5][C:6]([C:9]2[S:13][C:12]([C:14]([NH:64][C@H:65]([C:70]([O:72][CH3:73])=[O:71])[C@H:66]([CH2:68][CH3:69])[CH3:67])=[O:16])=[C:11]([NH:17][C:18]([NH:20][C:21]3[C:22]([CH3:29])=[CH:23][C:24]([CH3:28])=[CH:25][C:26]=3[CH3:27])=[O:19])[CH:10]=2)=[CH:7][CH:8]=1, predict the reactants needed to synthesize it. The reactants are: [CH3:1][O:2][C:3]1[CH:8]=[CH:7][C:6]([C:9]2[S:13][C:12]([C:14]([OH:16])=O)=[C:11]([NH:17][C:18]([NH:20][C:21]3[C:26]([CH3:27])=[CH:25][C:24]([CH3:28])=[CH:23][C:22]=3[CH3:29])=[O:19])[CH:10]=2)=[CH:5][CH:4]=1.CN(C(ON1N=NC2C=CC=NC1=2)=[N+](C)C)C.F[P-](F)(F)(F)(F)F.CCN(C(C)C)C(C)C.Cl.[NH2:64][C@H:65]([C:70]([O:72][CH3:73])=[O:71])[C@H:66]([CH2:68][CH3:69])[CH3:67].